From a dataset of Reaction yield outcomes from USPTO patents with 853,638 reactions. Predict the reaction yield, written as a fraction of the theoretical maximum amount of product (1.0 means a 100% yield; for example, 0.34 means a 34% yield). (1) The reactants are Cl[C:2]1[C:3]([NH:9][C:10]([NH:12][C:13](=[O:20])[C:14]2[CH:19]=[CH:18][CH:17]=[CH:16][CH:15]=2)=[S:11])=[N:4][CH:5]=[C:6]([Cl:8])[CH:7]=1.C[O-].[Na+].O. The catalyst is CN1C(=O)CCC1. The product is [Cl:8][C:6]1[CH:7]=[C:2]2[S:11][C:10]([NH:12][C:13](=[O:20])[C:14]3[CH:19]=[CH:18][CH:17]=[CH:16][CH:15]=3)=[N:9][C:3]2=[N:4][CH:5]=1. The yield is 0.0785. (2) The product is [NH2:1][C:2]1[N:3]=[C:4]([CH2:16][CH3:17])[C:5]([C:14]#[N:15])=[C:6]([C:8]2[CH:13]=[CH:12][CH:11]=[CH:10][CH:9]=2)[N:7]=1. The catalyst is C(O)C.[Pd]. The yield is 0.350. The reactants are [NH2:1][C:2]1[N:7]=[C:6]([C:8]2[CH:13]=[CH:12][CH:11]=[CH:10][CH:9]=2)[C:5]([C:14]#[N:15])=[C:4]([CH:16]=[CH2:17])[N:3]=1.[H][H]. (3) The reactants are [CH3:1][N:2]1[C:7]2[CH:8]=[CH:9][CH:10]=[CH:11][C:6]=2[O:5][CH2:4][CH2:3]1.[Br:12]N1C(=O)CCC1=O. The catalyst is CN(C=O)C.C(Cl)Cl. The product is [Br:12][C:10]1[CH:9]=[CH:8][C:7]2[N:2]([CH3:1])[CH2:3][CH2:4][O:5][C:6]=2[CH:11]=1. The yield is 0.780.